This data is from Forward reaction prediction with 1.9M reactions from USPTO patents (1976-2016). The task is: Predict the product of the given reaction. (1) Given the reactants [F:1][C:2]1[CH:7]=[CH:6][C:5](B(O)O)=[C:4]([O:11][CH3:12])[CH:3]=1.C(=O)([O-])[O-].[Na+].[Na+].Br[C:20]1[CH:25]=[CH:24][N:23]=[C:22]([Cl:26])[CH:21]=1, predict the reaction product. The product is: [Cl:26][C:22]1[CH:21]=[C:20]([C:5]2[CH:6]=[CH:7][C:2]([F:1])=[CH:3][C:4]=2[O:11][CH3:12])[CH:25]=[CH:24][N:23]=1. (2) Given the reactants [CH3:1][O:2][C:3]1[CH:4]=[C:5]2[C:10](=[CH:11][C:12]=1[O:13][CH3:14])[N:9]=[CH:8][N:7]=[C:6]2[O:15][C:16]1[CH:22]=[CH:21][C:19]([NH2:20])=[C:18]([N+:23]([O-:25])=[O:24])[CH:17]=1.ClC(Cl)(O[C:30](=[O:36])OC(Cl)(Cl)Cl)Cl.[NH2:38][N:39]1[CH2:44][CH2:43][CH2:42][CH2:41][CH2:40]1.C(=O)(O)[O-].[Na+], predict the reaction product. The product is: [CH3:1][O:2][C:3]1[CH:4]=[C:5]2[C:10](=[CH:11][C:12]=1[O:13][CH3:14])[N:9]=[CH:8][N:7]=[C:6]2[O:15][C:16]1[CH:22]=[CH:21][C:19]([NH:20][C:30]([NH:38][N:39]2[CH2:44][CH2:43][CH2:42][CH2:41][CH2:40]2)=[O:36])=[C:18]([N+:23]([O-:25])=[O:24])[CH:17]=1. (3) Given the reactants [BH4-].[Na+].II.[Cl:5][C:6]1[CH:14]=[CH:13][C:12]([I:15])=[CH:11][C:7]=1[C:8](O)=[O:9].CC(=O)OCC, predict the reaction product. The product is: [Cl:5][C:6]1[CH:14]=[CH:13][C:12]([I:15])=[CH:11][C:7]=1[CH2:8][OH:9]. (4) Given the reactants FC(F)(F)C(O)=O.[Cl:8][C:9]1[CH:14]=[C:13]2[NH:15][C:16](=[O:38])[C:17]3([CH:21]([C:22]4[CH:27]=[CH:26][CH:25]=[C:24]([Cl:28])[C:23]=4[F:29])[CH:20]([C:30]([OH:32])=O)[NH:19][CH:18]3[CH2:33][C:34]([CH3:37])([CH3:36])[CH3:35])[C:12]2=[CH:11][CH:10]=1.[CH:39]([N:42]([CH:45]([CH3:47])[CH3:46])[CH2:43]C)(C)C.C1(P(Cl)(C2C=CC=CC=2)=O)C=CC=CC=1.[CH3:63][O:64][C:65]1C=C(N)C=[CH:67][C:66]=1[N:72](C)C, predict the reaction product. The product is: [CH3:39][N:42]([CH3:43])[C:45]1[CH:47]=[CH:67][C:66]([NH:72][C:30]([CH:20]2[NH:19][CH:18]([CH2:33][C:34]([CH3:37])([CH3:35])[CH3:36])[C:17]3([C:12]4[C:13](=[CH:14][C:9]([Cl:8])=[CH:10][CH:11]=4)[NH:15][C:16]3=[O:38])[CH:21]2[C:22]2[CH:27]=[CH:26][CH:25]=[C:24]([Cl:28])[C:23]=2[F:29])=[O:32])=[C:65]([O:64][CH3:63])[CH:46]=1. (5) Given the reactants [Si]([O:8][CH:9]([CH2:13][C@H:14]1[CH2:25][CH2:24][C:23]2[S:22][C:21]3[N:20]=[CH:19][N:18]=[C:17]([O:26][CH:27]4[CH2:32][CH2:31][CH:30]([N:33]5[CH2:38][CH2:37][O:36][CH2:35][CH2:34]5)[CH2:29][CH2:28]4)[C:16]=3[C:15]1=2)[C:10]([NH2:12])=[O:11])(C(C)(C)C)(C)C.Cl, predict the reaction product. The product is: [OH:8][CH:9]([CH2:13][C@H:14]1[CH2:25][CH2:24][C:23]2[S:22][C:21]3[N:20]=[CH:19][N:18]=[C:17]([O:26][CH:27]4[CH2:28][CH2:29][CH:30]([N:33]5[CH2:38][CH2:37][O:36][CH2:35][CH2:34]5)[CH2:31][CH2:32]4)[C:16]=3[C:15]1=2)[C:10]([NH2:12])=[O:11].